Dataset: Forward reaction prediction with 1.9M reactions from USPTO patents (1976-2016). Task: Predict the product of the given reaction. (1) The product is: [CH:1]1([CH2:7][C@@H:8]([N:24]([CH3:25])[C:40]([C:34]2([CH3:33])[CH2:39][CH2:38][CH2:37][CH2:36][CH2:35]2)=[O:41])[CH2:9][N:10]2[CH2:15][CH2:14][N:13]([C:16]3[CH:21]=[CH:20][CH:19]=[CH:18][C:17]=3[O:22][CH3:23])[CH2:12][CH2:11]2)[CH2:2][CH2:3][CH2:4][CH2:5][CH2:6]1. Given the reactants [CH:1]1([CH2:7][C@@H:8]([NH:24][CH3:25])[CH2:9][N:10]2[CH2:15][CH2:14][N:13]([C:16]3[CH:21]=[CH:20][CH:19]=[CH:18][C:17]=3[O:22][CH3:23])[CH2:12][CH2:11]2)[CH2:6][CH2:5][CH2:4][CH2:3][CH2:2]1.C(N(CC)CC)C.[CH3:33][C:34]1([C:40](Cl)=[O:41])[CH2:39][CH2:38][CH2:37][CH2:36][CH2:35]1, predict the reaction product. (2) The product is: [Cl:1][C:2]1[C:3]([O:12][C:13]2[CH:18]=[C:17]([O:19][CH:20]([CH3:21])[CH3:22])[CH:16]=[CH:15][C:14]=2[CH2:23][CH2:24][CH2:25][O:26][C:35]2[CH:36]=[C:37]([CH2:38][CH2:39][C:40]([OH:42])=[O:41])[N:33]([CH:27]3[CH2:32][CH2:31][CH2:30][CH2:29][CH2:28]3)[N:34]=2)=[N:4][CH:5]=[C:6]([C:8]([F:11])([F:10])[F:9])[CH:7]=1. Given the reactants [Cl:1][C:2]1[C:3]([O:12][C:13]2[CH:18]=[C:17]([O:19][CH:20]([CH3:22])[CH3:21])[CH:16]=[CH:15][C:14]=2[CH2:23][CH2:24][CH2:25][OH:26])=[N:4][CH:5]=[C:6]([C:8]([F:11])([F:10])[F:9])[CH:7]=1.[CH:27]1([N:33]2[C:37]([CH2:38][CH2:39][C:40]([O:42]CC)=[O:41])=[CH:36][C:35](O)=[N:34]2)[CH2:32][CH2:31][CH2:30][CH2:29][CH2:28]1.C(P(CCCC)CCCC)CCC.N(C(N1CCCCC1)=O)=NC(N1CCCCC1)=O.O1CCCC1CO.[OH-].[Na+].Cl, predict the reaction product.